Dataset: NCI-60 drug combinations with 297,098 pairs across 59 cell lines. Task: Regression. Given two drug SMILES strings and cell line genomic features, predict the synergy score measuring deviation from expected non-interaction effect. (1) Drug 1: CC12CCC3C(C1CCC2=O)CC(=C)C4=CC(=O)C=CC34C. Drug 2: CC=C1C(=O)NC(C(=O)OC2CC(=O)NC(C(=O)NC(CSSCCC=C2)C(=O)N1)C(C)C)C(C)C. Cell line: OVCAR-5. Synergy scores: CSS=87.6, Synergy_ZIP=0.806, Synergy_Bliss=2.11, Synergy_Loewe=1.78, Synergy_HSA=3.34. (2) Drug 1: C1=CC(=C2C(=C1NCCNCCO)C(=O)C3=C(C=CC(=C3C2=O)O)O)NCCNCCO. Drug 2: CNC(=O)C1=NC=CC(=C1)OC2=CC=C(C=C2)NC(=O)NC3=CC(=C(C=C3)Cl)C(F)(F)F. Cell line: MCF7. Synergy scores: CSS=53.4, Synergy_ZIP=1.72, Synergy_Bliss=0.992, Synergy_Loewe=2.82, Synergy_HSA=5.12. (3) Drug 1: CC1=CC2C(CCC3(C2CCC3(C(=O)C)OC(=O)C)C)C4(C1=CC(=O)CC4)C. Drug 2: COC1=NC(=NC2=C1N=CN2C3C(C(C(O3)CO)O)O)N. Cell line: NCI-H522. Synergy scores: CSS=2.44, Synergy_ZIP=-1.89, Synergy_Bliss=-1.44, Synergy_Loewe=-0.235, Synergy_HSA=-0.0210.